From a dataset of Forward reaction prediction with 1.9M reactions from USPTO patents (1976-2016). Predict the product of the given reaction. (1) Given the reactants Cl.Cl.[NH:3]1[C:11]2[CH2:10][CH2:9][NH:8][CH2:7][C:6]=2[N:5]=[CH:4]1.Cl[C:13]1[C:18]([N+:19]([O-:21])=[O:20])=[CH:17][CH:16]=[CH:15][N:14]=1.C([O-])([O-])=O.[K+].[K+], predict the reaction product. The product is: [N+:19]([C:18]1[C:13]([N:8]2[CH2:9][CH2:10][C:11]3[NH:3][CH:4]=[N:5][C:6]=3[CH2:7]2)=[N:14][CH:15]=[CH:16][CH:17]=1)([O-:21])=[O:20]. (2) Given the reactants Cl[C:2]1[C:3]2[CH:14]=[C:13]([C:15]3[CH:20]=[CH:19][CH:18]=[CH:17][CH:16]=3)[CH:12]=[CH:11][C:4]=2[N:5]([CH3:10])[C:6](=[O:9])[CH2:7][N:8]=1.C(C1C=C(B(O)O)C=CC=1)=O.[CH3:32][O:33][C:34]1[CH:39]=[CH:38][CH:37]=[CH:36][C:35]=1B(O)O, predict the reaction product. The product is: [CH3:32][O:33][C:34]1[CH:39]=[CH:38][CH:37]=[CH:36][C:35]=1[C:2]1[C:3]2[CH:14]=[C:13]([C:15]3[CH:20]=[CH:19][CH:18]=[CH:17][CH:16]=3)[CH:12]=[CH:11][C:4]=2[N:5]([CH3:10])[C:6](=[O:9])[CH2:7][N:8]=1. (3) Given the reactants [CH2:1]([C:4]1([S:7]([NH:10][C:11]2[C:19]([NH:20][C:21]3[CH:26]=[CH:25][C:24]([Br:27])=[CH:23][C:22]=3[Cl:28])=[C:18]([F:29])[C:14]3[N:15]=[CH:16][O:17][C:13]=3[CH:12]=2)(=[O:9])=[O:8])[CH2:6][CH2:5]1)[CH:2]=[CH2:3].C[N+]1([O-])CC[O:34]CC1.[OH2:38], predict the reaction product. The product is: [OH:38][CH:2]([CH2:3][OH:34])[CH2:1][C:4]1([S:7]([NH:10][C:11]2[C:19]([NH:20][C:21]3[CH:26]=[CH:25][C:24]([Br:27])=[CH:23][C:22]=3[Cl:28])=[C:18]([F:29])[C:14]3[N:15]=[CH:16][O:17][C:13]=3[CH:12]=2)(=[O:9])=[O:8])[CH2:6][CH2:5]1. (4) Given the reactants [Br:1][C:2]1[CH:7]=[C:6]([Cl:8])[C:5]([S:9](Cl)(=[O:11])=[O:10])=[C:4]([Cl:13])[CH:3]=1.[NH2:14][C:15]1[C:16]([CH3:21])=[N:17][O:18][C:19]=1[CH3:20], predict the reaction product. The product is: [Br:1][C:2]1[CH:7]=[C:6]([Cl:8])[C:5]([S:9]([NH:14][C:15]2[C:16]([CH3:21])=[N:17][O:18][C:19]=2[CH3:20])(=[O:11])=[O:10])=[C:4]([Cl:13])[CH:3]=1. (5) Given the reactants [OH:1][C:2]1[CH:7]=[CH:6][C:5]([CH2:8][CH2:9][CH2:10]O)=[CH:4][CH:3]=1.[ClH:12], predict the reaction product. The product is: [Cl:12][CH2:10][CH2:9][CH2:8][C:5]1[CH:6]=[CH:7][C:2]([OH:1])=[CH:3][CH:4]=1. (6) Given the reactants [NH:1]([C:3]1[C:8]([C:9]2[CH:14]=[CH:13][CH:12]=[CH:11][CH:10]=2)=[C:7]([C:15]2[CH:20]=[CH:19][CH:18]=[CH:17][CH:16]=2)[N:6]=[C:5]([C:21]([F:24])([F:23])[F:22])[N:4]=1)[NH2:2].[C:25](Cl)(=[O:27])[CH3:26].Cl, predict the reaction product. The product is: [C:9]1([C:8]2[C:3]([NH:1][NH:2][C:25](=[O:27])[CH3:26])=[N:4][C:5]([C:21]([F:24])([F:23])[F:22])=[N:6][C:7]=2[C:15]2[CH:20]=[CH:19][CH:18]=[CH:17][CH:16]=2)[CH:10]=[CH:11][CH:12]=[CH:13][CH:14]=1. (7) Given the reactants CSC.B(F)(F)F.CCOCC.[NH2:13][CH:14]1[CH2:19][CH2:18][CH2:17][CH:16]([NH:20][C:21]([C:23]2[C:27]([CH3:28])=[C:26]([C:29]3[CH:34]=[CH:33][C:32]([O:35]CC4C=CC=CC=4)=[CH:31][CH:30]=3)[N:25]([C:43]3[CH:48]=[CH:47][C:46]([Cl:49])=[CH:45][C:44]=3[Cl:50])[N:24]=2)=[O:22])[CH2:15]1.O, predict the reaction product. The product is: [NH2:13][CH:14]1[CH2:19][CH2:18][CH2:17][CH:16]([NH:20][C:21]([C:23]2[C:27]([CH3:28])=[C:26]([C:29]3[CH:30]=[CH:31][C:32]([OH:35])=[CH:33][CH:34]=3)[N:25]([C:43]3[CH:48]=[CH:47][C:46]([Cl:49])=[CH:45][C:44]=3[Cl:50])[N:24]=2)=[O:22])[CH2:15]1.